From a dataset of Reaction yield outcomes from USPTO patents with 853,638 reactions. Predict the reaction yield, written as a fraction of the theoretical maximum amount of product (1.0 means a 100% yield; for example, 0.34 means a 34% yield). (1) The reactants are [C:1]([N:4]([C@H:16]1[C:25]2[C:20](=[CH:21][CH:22]=[CH:23][CH:24]=2)[N:19]([C:26](=[O:35])[C:27]2[CH:32]=[CH:31][C:30]([O:33][CH3:34])=[CH:29][CH:28]=2)[C@@H:18]([CH3:36])[CH2:17]1)[C:5]1[CH:10]=[CH:9][C:8]([CH2:11][CH2:12][C:13](O)=[O:14])=[CH:7][CH:6]=1)(=[O:3])[CH3:2].C([N:40](C1C2C(=CC=CC=2)N(C(=O)C2C=CC(OC)=CC=2)C(C)C1)C1C=CC(CCC(O)=O)=CC=1)(=O)C.CN(C(ON1N=NC2C=CC=NC1=2)=[N+](C)C)C.F[P-](F)(F)(F)(F)F.C1C=CC2N(O)N=NC=2C=1.[NH4+].[Cl-].CCN(C(C)C)C(C)C. The catalyst is CN(C)C=O. The product is [C:1]([N:4]([C@H:16]1[C:25]2[C:20](=[CH:21][CH:22]=[CH:23][CH:24]=2)[N:19]([C:26](=[O:35])[C:27]2[CH:28]=[CH:29][C:30]([O:33][CH3:34])=[CH:31][CH:32]=2)[C@@H:18]([CH3:36])[CH2:17]1)[C:5]1[CH:10]=[CH:9][C:8]([CH2:11][CH2:12][C:13]([NH2:40])=[O:14])=[CH:7][CH:6]=1)(=[O:3])[CH3:2]. The yield is 0.820. (2) The reactants are [O:1]=[C:2]1[CH:7]=[C:6]([C:8]([O:10][CH3:11])=[O:9])[CH:5]=[CH:4][NH:3]1.C([O-])([O-])=O.[K+].[K+].C1[CH2:22][O:21][CH2:20][CH2:19]1.Br[CH2:24][CH2:25][O:26][CH3:27]. The catalyst is CN(C=O)C. The product is [CH3:22][O:21][CH2:20][CH2:19][N:3]1[CH:4]=[CH:5][C:6]([C:8]([O:10][CH3:11])=[O:9])=[CH:7][C:2]1=[O:1].[CH3:27][O:26][CH2:25][CH2:24][O:1][C:2]1[CH:7]=[C:6]([CH:5]=[CH:4][N:3]=1)[C:8]([O:10][CH3:11])=[O:9]. The yield is 0.440. (3) The reactants are [H-].[H-].[H-].[H-].[Li+].[Al+3].C(O[C:10](=O)[CH2:11][C:12]1[N:17]=[C:16]([NH:18][CH3:19])[CH:15]=[CH:14][CH:13]=1)C.[OH2:21].[OH-].[Na+]. The catalyst is C1COCC1. The product is [CH3:19][NH:18][C:16]1[N:17]=[C:12]([CH:11]([OH:21])[CH3:10])[CH:13]=[CH:14][CH:15]=1. The yield is 0.670. (4) The reactants are [H-].[Na+].CS(C)=O.[I-].C[S+](C)C.[CH2:12]([C@:14]12[CH2:38][CH2:37][C:36](=[O:39])[CH2:35][C@H:15]1[CH2:16][CH2:17][CH2:18][C:19]1[CH:20]=[C:21]3[C:25](=[CH:26][C:27]=12)[CH:24]=[N:23][N:22]3[C:28]1[CH:33]=[CH:32][C:31]([F:34])=[CH:30][CH:29]=1)[CH3:13].[CH2:40]([C@@]12CCC(=O)C[C@@H]1CCCC1C=C3C(=CC=12)C=NN3C1C=CC(F)=CC=1)C. The catalyst is C1COCC1. The product is [CH2:12]([C:14]12[CH2:38][CH2:37][C:36]3([CH2:40][O:39]3)[CH2:35][CH:15]1[CH2:16][CH2:17][CH2:18][C:19]1[C:27]2=[CH:26][C:25]2[CH:24]=[N:23][N:22]([C:28]3[CH:29]=[CH:30][C:31]([F:34])=[CH:32][CH:33]=3)[C:21]=2[CH:20]=1)[CH3:13]. The yield is 0.371. (5) The reactants are [Cl:1][C:2]1[N:7]=[C:6]([C:8](OC)=[O:9])[CH:5]=[CH:4][C:3]=1[O:12][CH:13]([CH3:15])[CH3:14].O.[NH2:17][NH2:18]. The catalyst is CCO. The product is [Cl:1][C:2]1[N:7]=[C:6]([C:8]([NH:17][NH2:18])=[O:9])[CH:5]=[CH:4][C:3]=1[O:12][CH:13]([CH3:15])[CH3:14]. The yield is 0.590.